From a dataset of NCI-60 drug combinations with 297,098 pairs across 59 cell lines. Regression. Given two drug SMILES strings and cell line genomic features, predict the synergy score measuring deviation from expected non-interaction effect. (1) Drug 1: C1=CC(=C2C(=C1NCCNCCO)C(=O)C3=C(C=CC(=C3C2=O)O)O)NCCNCCO. Drug 2: C1=C(C(=O)NC(=O)N1)N(CCCl)CCCl. Cell line: PC-3. Synergy scores: CSS=22.8, Synergy_ZIP=-4.80, Synergy_Bliss=-4.23, Synergy_Loewe=-2.44, Synergy_HSA=1.48. (2) Drug 1: CCC1(CC2CC(C3=C(CCN(C2)C1)C4=CC=CC=C4N3)(C5=C(C=C6C(=C5)C78CCN9C7C(C=CC9)(C(C(C8N6C=O)(C(=O)OC)O)OC(=O)C)CC)OC)C(=O)OC)O.OS(=O)(=O)O. Drug 2: C(CC(=O)O)C(=O)CN.Cl. Cell line: HCT116. Synergy scores: CSS=1.21, Synergy_ZIP=4.06, Synergy_Bliss=8.11, Synergy_Loewe=-0.625, Synergy_HSA=-3.01. (3) Drug 1: COC1=C(C=C2C(=C1)N=CN=C2NC3=CC(=C(C=C3)F)Cl)OCCCN4CCOCC4. Drug 2: C(CN)CNCCSP(=O)(O)O. Cell line: MDA-MB-231. Synergy scores: CSS=2.32, Synergy_ZIP=5.99, Synergy_Bliss=2.09, Synergy_Loewe=-47.5, Synergy_HSA=-4.67.